From a dataset of NCI-60 drug combinations with 297,098 pairs across 59 cell lines. Regression. Given two drug SMILES strings and cell line genomic features, predict the synergy score measuring deviation from expected non-interaction effect. Drug 1: C1=CC(=CC=C1CC(C(=O)O)N)N(CCCl)CCCl.Cl. Drug 2: C1CN(P(=O)(OC1)NCCCl)CCCl. Cell line: HCC-2998. Synergy scores: CSS=7.65, Synergy_ZIP=-0.749, Synergy_Bliss=6.46, Synergy_Loewe=-6.47, Synergy_HSA=2.59.